This data is from Reaction yield outcomes from USPTO patents with 853,638 reactions. The task is: Predict the reaction yield, written as a fraction of the theoretical maximum amount of product (1.0 means a 100% yield; for example, 0.34 means a 34% yield). (1) The reactants are [C:1]([C:3]1[CH:4]=[C:5]([CH:9]=[CH:10][CH:11]=1)[C:6]([OH:8])=O)#[N:2].[C:12]1([NH2:19])[CH:17]=[CH:16][CH:15]=[CH:14][C:13]=1[NH2:18]. No catalyst specified. The product is [NH2:2][CH2:1][C:3]1[CH:4]=[C:5]([CH:9]=[CH:10][CH:11]=1)[C:6]([NH:18][C:13]1[CH:14]=[CH:15][CH:16]=[CH:17][C:12]=1[NH2:19])=[O:8]. The yield is 0.580. (2) The reactants are [CH2:1]=[C:2]([C:4]1[CH:5]=[CH:6][C:7]([NH2:10])=[N:8][CH:9]=1)[CH3:3]. The catalyst is CO.[Pd]. The product is [CH3:1][CH:2]([C:4]1[CH:5]=[CH:6][C:7]([NH2:10])=[N:8][CH:9]=1)[CH3:3]. The yield is 0.960.